This data is from Full USPTO retrosynthesis dataset with 1.9M reactions from patents (1976-2016). The task is: Predict the reactants needed to synthesize the given product. (1) Given the product [Cl:34][C:13]1[CH:12]=[C:11]([NH:10][C:2]2[CH:7]=[CH:6][C:5]([F:8])=[CH:4][C:3]=2[CH3:9])[CH:16]=[CH:15][C:14]=1[C:17]([C:19]1[CH:24]=[C:23]([C:25]([N:27]2[CH2:32][CH2:31][O:30][CH2:29][CH2:28]2)=[O:26])[CH:22]=[CH:21][C:20]=1[CH3:33])=[O:18], predict the reactants needed to synthesize it. The reactants are: Br[C:2]1[CH:7]=[CH:6][C:5]([F:8])=[CH:4][C:3]=1[CH3:9].[NH2:10][C:11]1[CH:16]=[CH:15][C:14]([C:17]([C:19]2[CH:24]=[C:23]([C:25]([N:27]3[CH2:32][CH2:31][O:30][CH2:29][CH2:28]3)=[O:26])[CH:22]=[CH:21][C:20]=2[CH3:33])=[O:18])=[C:13]([Cl:34])[CH:12]=1.C1C=CC(P(C2C=CC3C(=CC=CC=3)C=2C2C3C(=CC=CC=3)C=CC=2P(C2C=CC=CC=2)C2C=CC=CC=2)C2C=CC=CC=2)=CC=1.C([O-])([O-])=O.[Cs+].[Cs+]. (2) Given the product [NH:8]1[CH2:12][CH2:11][C:10]2([CH2:17][CH2:16][CH2:15][N:14]3[CH:18]=[N:19][CH:20]=[C:13]23)[CH2:9]1, predict the reactants needed to synthesize it. The reactants are: C([N:8]1[CH2:12][CH2:11][C:10]2([CH2:17][CH2:16][CH2:15][N:14]3[CH:18]=[N:19][CH:20]=[C:13]23)[CH2:9]1)C1C=CC=CC=1.Cl.[H][H]. (3) Given the product [CH2:1]([S:3][C:4]1[CH:9]=[CH:8][N:7]=[C:6]([NH:10][CH2:11][CH2:12][CH2:13][O:14][C:15]2[CH:16]=[CH:17][C:18]3[CH2:24][CH:23]([CH2:25][C:26]([OH:28])=[O:27])[C:22]4[CH:31]=[CH:32][CH:33]=[CH:34][C:21]=4[CH2:20][C:19]=3[CH:35]=2)[CH:5]=1)[CH3:2], predict the reactants needed to synthesize it. The reactants are: [CH2:1]([S:3][C:4]1[CH:9]=[CH:8][N:7]=[C:6]([NH:10][CH2:11][CH2:12][CH2:13][O:14][C:15]2[CH:16]=[CH:17][C:18]3[CH2:24][CH:23]([CH2:25][C:26]([O:28]CC)=[O:27])[C:22]4[CH:31]=[CH:32][CH:33]=[CH:34][C:21]=4[CH2:20][C:19]=3[CH:35]=2)[CH:5]=1)[CH3:2].N1C=CC=CC=1NCCCOC1C=CC2C[C@H](CC(OCC)=O)C3C=CC=CC=3CC=2C=1. (4) Given the product [NH2:24][C:15]1[C:14]([F:13])=[CH:19][N:18]=[C:17]([O:8][N:7]=[CH:6][C:5]2[CH:9]=[CH:10][CH:11]=[CH:12][C:4]=2[Cl:3])[N:16]=1, predict the reactants needed to synthesize it. The reactants are: [H-].[Na+].[Cl:3][C:4]1[CH:12]=[CH:11][CH:10]=[CH:9][C:5]=1[CH:6]=[N:7][OH:8].[F:13][C:14]1[C:15]([NH2:24])=[N:16][C:17](S(C)(=O)=O)=[N:18][CH:19]=1. (5) The reactants are: [Br:1][C:2]1[CH:17]=[CH:16][C:5]2[N:6]([C:9]3[CH:10]=[C:11]([CH:13]=[CH:14][CH:15]=3)[NH2:12])[CH:7]=[N:8][C:4]=2[CH:3]=1.Cl[C:19](OC1C=CC([N+]([O-])=O)=CC=1)=[O:20].C(N(CC)CC)C.[F:38][C:39]([F:43])([F:42])[CH2:40][NH2:41]. Given the product [Br:1][C:2]1[CH:17]=[CH:16][C:5]2[N:6]([C:9]3[CH:10]=[C:11]([NH:12][C:19]([NH:41][CH2:40][C:39]([F:43])([F:42])[F:38])=[O:20])[CH:13]=[CH:14][CH:15]=3)[CH:7]=[N:8][C:4]=2[CH:3]=1, predict the reactants needed to synthesize it. (6) Given the product [CH2:29]([O:28][C:21]1([O:25][CH2:26][CH3:27])[CH2:3][CH:4]([C:6]([O:8][CH2:10][CH3:11])=[O:7])[CH2:5]1)[CH3:30], predict the reactants needed to synthesize it. The reactants are: O=C1[CH2:5][CH:4]([C:6]([OH:8])=[O:7])[CH2:3]1.O.[CH3:10][C:11]1C=CC(S(O)(=O)=O)=CC=1.[CH:21]([O:28][CH2:29][CH3:30])([O:25][CH2:26][CH3:27])OCC. (7) The reactants are: CO[C:3]1[CH:4]=[C:5]([C:9]2[N:10]=[N:11][CH:12]=[C:13]([C:24]3[CH:29]=[CH:28][CH:27]=[CH:26][CH:25]=3)[C:14]=2[C:15]2[O:16][CH:17]=[C:18]([C:20]([O:22]C)=O)[N:19]=2)[CH:6]=[CH:7][CH:8]=1.[CH3:30][Mg+].[Br-]. Given the product [C:5]1([C:9]2[N:10]=[N:11][CH:12]=[C:13]([C:24]3[CH:29]=[CH:28][CH:27]=[CH:26][CH:25]=3)[C:14]=2[C:15]2[O:16][CH:17]=[C:18]([C:20](=[O:22])[CH3:30])[N:19]=2)[CH:6]=[CH:7][CH:8]=[CH:3][CH:4]=1, predict the reactants needed to synthesize it.